This data is from Full USPTO retrosynthesis dataset with 1.9M reactions from patents (1976-2016). The task is: Predict the reactants needed to synthesize the given product. (1) Given the product [C:9]([CH2:10][C:11]1([C:16]([NH:18][CH2:19][CH:20]([CH2:28][C:29]2[CH:30]=[CH:31][C:32]([C:35]3[CH:40]=[CH:39][CH:38]=[CH:37][N:36]=3)=[CH:33][CH:34]=2)[C:21]([OH:23])=[O:22])=[O:17])[CH2:15][CH2:14][CH2:13][CH2:12]1)([OH:41])=[O:8], predict the reactants needed to synthesize it. The reactants are: C([O:8][C:9](=[O:41])[CH2:10][C:11]1([C:16]([NH:18][CH2:19][CH:20]([CH2:28][C:29]2[CH:34]=[CH:33][C:32]([C:35]3[CH:40]=[CH:39][CH:38]=[CH:37][N:36]=3)=[CH:31][CH:30]=2)[C:21]([O:23]C(C)(C)C)=[O:22])=[O:17])[CH2:15][CH2:14][CH2:13][CH2:12]1)C1C=CC=CC=1. (2) Given the product [F:1][C:2]1[CH:7]=[CH:6][C:5]([C:8]2[N:9]=[C:10]([NH:19][C:20]3[CH:21]=[CH:22][C:23]([S:30]([CH3:34])(=[O:32])=[O:29])=[CH:24][CH:25]=3)[C:11]3[N:16]([CH3:17])[N:15]=[C:14]([CH3:18])[C:12]=3[N:13]=2)=[CH:4][CH:3]=1, predict the reactants needed to synthesize it. The reactants are: [F:1][C:2]1[CH:7]=[CH:6][C:5]([C:8]2[N:9]=[C:10]([NH:19][C:20]3[CH:25]=[CH:24][C:23](SC)=[CH:22][CH:21]=3)[C:11]3[N:16]([CH3:17])[N:15]=[C:14]([CH3:18])[C:12]=3[N:13]=2)=[CH:4][CH:3]=1.O[O:29][S:30]([O-:32])=O.[K+].[CH3:34]C(C)=O. (3) Given the product [Cl:1][C:2]1[CH:10]=[C:6]2[C:5]([CH2:11][N:12]([C:13]3[C:14]([CH3:41])=[C:15]([C:19]4[C:31]5[C:30]6[CH:29]=[CH:28][C:27]([O:32][CH2:33][CH2:34][O:35][CH3:36])=[CH:26][C:25]=6[NH:24][C:23]=5[C:22]([C:37]([O:39][CH3:40])=[O:38])=[N:21][N:20]=4)[CH:16]=[CH:17][CH:18]=3)[C:7]2=[O:8])=[CH:4][CH:3]=1, predict the reactants needed to synthesize it. The reactants are: [Cl:1][C:2]1[CH:3]=[CH:4][C:5]([CH2:11][NH:12][C:13]2[CH:18]=[CH:17][CH:16]=[C:15]([C:19]3[C:31]4[C:30]5[CH:29]=[CH:28][C:27]([O:32][CH2:33][CH2:34][O:35][CH3:36])=[CH:26][C:25]=5[NH:24][C:23]=4[C:22]([C:37]([O:39][CH3:40])=[O:38])=[N:21][N:20]=3)[C:14]=2[CH3:41])=[C:6]([CH:10]=1)[C:7](O)=[O:8].F[P-](F)(F)(F)(F)F.N1(O[P+](N(C)C)(N(C)C)N(C)C)C2C=CC=CC=2N=N1.CN1CCOCC1. (4) Given the product [NH:13]1[C:14]2[C:19](=[CH:18][CH:17]=[CH:16][CH:15]=2)[CH:20]=[C:12]1[S:9]([C:5]1[CH:6]=[CH:7][C:8](=[O:22])[NH:3][N:4]=1)(=[O:11])=[O:10], predict the reactants needed to synthesize it. The reactants are: CO[N:3]1[CH:8]=[CH:7][CH:6]=[C:5]([S:9]([C:12]2[NH:13][C:14]3[C:19]([CH:20]=2)=[CH:18][CH:17]=[CH:16][CH:15]=3)(=[O:11])=[O:10])[NH:4]1.Cl.[O:22]1CCOCC1. (5) Given the product [Si:1]([O:8][C@H:9]1[CH2:14][CH2:13][C@@:12]([C@H:16]2[CH2:24][CH2:23][C@@:22]3([CH3:25])[C@@H:18]([CH2:19][CH2:20][C:21]3=[CH2:26])[C@@H:17]2[CH2:27][NH2:28])([CH3:15])[C@@H:11]([CH2:35][O:36][Si:37]([C:40]([CH3:43])([CH3:42])[CH3:41])([CH3:38])[CH3:39])[CH2:10]1)([C:4]([CH3:7])([CH3:6])[CH3:5])([CH3:3])[CH3:2], predict the reactants needed to synthesize it. The reactants are: [Si:1]([O:8][C@H:9]1[CH2:14][CH2:13][C@@:12]([C@H:16]2[CH2:24][CH2:23][C@@:22]3([CH3:25])[C@@H:18]([CH2:19][CH2:20][C:21]3=[CH2:26])[C@@H:17]2[CH2:27][NH:28]C(=O)C(F)(F)F)([CH3:15])[C@@H:11]([CH2:35][O:36][Si:37]([C:40]([CH3:43])([CH3:42])[CH3:41])([CH3:39])[CH3:38])[CH2:10]1)([C:4]([CH3:7])([CH3:6])[CH3:5])([CH3:3])[CH3:2].C(=O)([O-])[O-].[K+].[K+]. (6) Given the product [CH3:22][CH:20]([O:19][C:9]1[CH:10]=[C:11]([N:14]2[CH:18]=[N:17][CH:16]=[N:15]2)[CH:12]=[CH:13][C:8]=1[NH2:5])[CH3:21], predict the reactants needed to synthesize it. The reactants are: C([O-])=O.[NH4+].[N+:5]([C:8]1[CH:13]=[CH:12][C:11]([N:14]2[CH:18]=[N:17][CH:16]=[N:15]2)=[CH:10][C:9]=1[O:19][CH:20]([CH3:22])[CH3:21])([O-])=O.